Dataset: Catalyst prediction with 721,799 reactions and 888 catalyst types from USPTO. Task: Predict which catalyst facilitates the given reaction. (1) Reactant: [NH:1]1[CH2:6][CH2:5][NH:4][CH2:3][C:2]1=[O:7].[C:8]([O:12][C:13]([N:15]1[CH2:20][CH2:19][C:18](=O)[CH2:17][CH2:16]1)=[O:14])([CH3:11])([CH3:10])[CH3:9].C(O[BH-](OC(=O)C)OC(=O)C)(=O)C.[Na+]. Product: [C:8]([O:12][C:13]([N:15]1[CH2:20][CH2:19][CH:18]([N:4]2[CH2:5][CH2:6][NH:1][C:2](=[O:7])[CH2:3]2)[CH2:17][CH2:16]1)=[O:14])([CH3:11])([CH3:9])[CH3:10]. The catalyst class is: 4. (2) Reactant: [Br:1][C:2]1[CH:7]=[C:6]([C:8]2[C:9]([C:13]3[CH:18]=[CH:17][CH:16]=[C:15]([CH3:19])[N:14]=3)=[N:10][NH:11][CH:12]=2)[CH:5]=[CH:4][N:3]=1.[C:20](Cl)([C:33]1[CH:38]=[CH:37][CH:36]=[CH:35][CH:34]=1)([C:27]1[CH:32]=[CH:31][CH:30]=[CH:29][CH:28]=1)[C:21]1[CH:26]=[CH:25][CH:24]=[CH:23][CH:22]=1.C(=O)([O-])[O-].[K+].[K+]. Product: [Br:1][C:2]1[CH:7]=[C:6]([C:8]2[C:9]([C:13]3[CH:18]=[CH:17][CH:16]=[C:15]([CH3:19])[N:14]=3)=[N:10][N:11]([C:20]([C:21]3[CH:26]=[CH:25][CH:24]=[CH:23][CH:22]=3)([C:33]3[CH:34]=[CH:35][CH:36]=[CH:37][CH:38]=3)[C:27]3[CH:28]=[CH:29][CH:30]=[CH:31][CH:32]=3)[CH:12]=2)[CH:5]=[CH:4][N:3]=1. The catalyst class is: 21. (3) Reactant: Cl.[CH2:2]([N:4]=C=NCCCN(C)C)[CH3:3].[CH2:13]([N:15]([CH2:18][CH3:19])[CH2:16][CH3:17])[CH3:14].[CH:20]([C:22]1[NH:26][C:25]([CH3:27])=[C:24]([C:28]([OH:30])=O)[C:23]=1[CH3:31])=[O:21].ON1C2C=CC=CC=2N=N1.[CH3:42][N:43]([CH:45]=[O:46])C. Product: [CH2:13]([N:15]1[CH2:18][CH2:19][CH2:17][CH:16]1[CH2:42][NH:43][C:45](=[O:46])[CH:2]([NH:4][C:28]([C:24]1[C:23]([CH3:31])=[C:22]([CH:20]=[O:21])[NH:26][C:25]=1[CH3:27])=[O:30])[CH3:3])[CH3:14]. The catalyst class is: 6. (4) Reactant: [CH:1]12[C:10](=[O:11])[O:9][C:7](=[O:8])[CH:3]([CH2:4][CH2:5][CH2:6]1)[CH2:2]2.[Br-].CCO[CH2:16][CH3:17]. Product: [C:7]([C@@H:3]1[CH2:4][CH2:5][CH2:6][C@H:1]([C:10]([OH:9])=[O:11])[CH2:2]1)(=[O:8])[C:17]1[CH:16]=[CH:3][CH:2]=[CH:1][CH:6]=1. The catalyst class is: 356. (5) Reactant: [CH3:1][O:2][C:3]1[C:4]([N+:21]([O-:23])=[O:22])=[CH:5][C:6]2[CH:12]([CH3:13])[CH2:11][N:10](C(=O)C(F)(F)F)[CH2:9][CH2:8][C:7]=2[N:20]=1.C([O-])([O-])=O.[K+].[K+].CO. Product: [CH3:1][O:2][C:3]1[C:4]([N+:21]([O-:23])=[O:22])=[CH:5][C:6]2[CH:12]([CH3:13])[CH2:11][NH:10][CH2:9][CH2:8][C:7]=2[N:20]=1. The catalyst class is: 6. (6) Reactant: [CH3:1][S:2](Cl)(=[O:4])=[O:3].[C:6]([S:10][CH2:11][CH2:12][CH2:13][CH2:14][CH2:15][CH2:16][CH2:17][CH2:18][CH2:19][CH2:20][CH2:21][CH2:22][CH2:23][CH2:24][CH2:25][CH2:26][OH:27])([CH3:9])([CH3:8])[CH3:7].C(N(CC)CC)C. Product: [CH3:1][S:2]([O:27][CH2:26][CH2:25][CH2:24][CH2:23][CH2:22][CH2:21][CH2:20][CH2:19][CH2:18][CH2:17][CH2:16][CH2:15][CH2:14][CH2:13][CH2:12][CH2:11][S:10][C:6]([CH3:8])([CH3:9])[CH3:7])(=[O:4])=[O:3]. The catalyst class is: 2. (7) Reactant: Cl[C:2]1[N:7]=[C:6]([C:8]2[S:12][C:11]([NH:13][CH2:14][CH3:15])=[N:10][C:9]=2[C:16]2[CH:21]=[C:20]([O:22][CH3:23])[CH:19]=[C:18]([CH3:24])[CH:17]=2)[CH:5]=[CH:4][N:3]=1.[C:25]([N:28]1[C:36]2[C:31](=[CH:32][C:33]([NH2:37])=[CH:34][CH:35]=2)[CH2:30][CH2:29]1)(=[O:27])[CH3:26].Cl.O1CCOCC1. Product: [C:25]([N:28]1[C:36]2[C:31](=[CH:32][C:33]([NH:37][C:2]3[N:7]=[C:6]([C:8]4[S:12][C:11]([NH:13][CH2:14][CH3:15])=[N:10][C:9]=4[C:16]4[CH:21]=[C:20]([O:22][CH3:23])[CH:19]=[C:18]([CH3:24])[CH:17]=4)[CH:5]=[CH:4][N:3]=3)=[CH:34][CH:35]=2)[CH2:30][CH2:29]1)(=[O:27])[CH3:26]. The catalyst class is: 836. (8) Reactant: C[O:2][C:3](=O)[CH2:4][C:5]1[CH:6]=[CH:7][C:8]2[O:12][C:11]([NH:13][CH:14]3[CH2:19][CH2:18][N:17]([CH2:20][C:21]4[CH:26]=[C:25]([O:27][CH:28]([CH3:30])[CH3:29])[CH:24]=[C:23]([O:31][CH:32]([CH3:34])[CH3:33])[CH:22]=4)[CH2:16][CH2:15]3)=[N:10][C:9]=2[CH:35]=1.[H-].[Al+3].[Li+].[H-].[H-].[H-].O.Cl. Product: [CH:32]([O:31][C:23]1[CH:22]=[C:21]([CH:26]=[C:25]([O:27][CH:28]([CH3:30])[CH3:29])[CH:24]=1)[CH2:20][N:17]1[CH2:18][CH2:19][CH:14]([NH:13][C:11]2[O:12][C:8]3[CH:7]=[CH:6][C:5]([CH2:4][CH2:3][OH:2])=[CH:35][C:9]=3[N:10]=2)[CH2:15][CH2:16]1)([CH3:34])[CH3:33]. The catalyst class is: 1.